This data is from TCR-epitope binding with 47,182 pairs between 192 epitopes and 23,139 TCRs. The task is: Binary Classification. Given a T-cell receptor sequence (or CDR3 region) and an epitope sequence, predict whether binding occurs between them. (1) The epitope is YYRRATRRIR. The TCR CDR3 sequence is CSATRAGRAYNEQFF. Result: 0 (the TCR does not bind to the epitope). (2) The epitope is LEPLVDLPI. The TCR CDR3 sequence is CASSQGRNTGELFF. Result: 1 (the TCR binds to the epitope). (3) The epitope is LEPLVDLPI. The TCR CDR3 sequence is CATSDTGATRGDEQFF. Result: 1 (the TCR binds to the epitope). (4) The epitope is LLFGYPVYV. The TCR CDR3 sequence is CASSPLERGGLDEQFF. Result: 0 (the TCR does not bind to the epitope). (5) The epitope is KMKDLSPRW. The TCR CDR3 sequence is CAIRATAGETQYF. Result: 0 (the TCR does not bind to the epitope). (6) The epitope is RAKFKQLL. The TCR CDR3 sequence is CASSQGAGIGRTDTQYF. Result: 1 (the TCR binds to the epitope).